From a dataset of Forward reaction prediction with 1.9M reactions from USPTO patents (1976-2016). Predict the product of the given reaction. (1) Given the reactants [CH3:1][O:2][C:3]1[CH:8]=[C:7]([N+:9]([O-])=O)[CH:6]=[CH:5][C:4]=1[CH:12]([C:14]1[CH:19]=[CH:18][CH:17]=[CH:16][N:15]=1)[OH:13], predict the reaction product. The product is: [NH2:9][C:7]1[CH:6]=[CH:5][C:4]([CH:12]([C:14]2[CH:19]=[CH:18][CH:17]=[CH:16][N:15]=2)[OH:13])=[C:3]([O:2][CH3:1])[CH:8]=1. (2) Given the reactants [NH2:1][C:2]1[N:10]=[C:9]([O:11][CH2:12][CH2:13][CH2:14][CH3:15])[N:8]=[C:7]2[C:3]=1[NH:4][C:5](=[O:24])[N:6]2[CH2:16][CH2:17][CH2:18][NH:19][CH2:20][CH2:21][CH2:22][OH:23].[CH:25]([C:27]1[CH:32]=[CH:31][C:30]([CH2:33][C:34]([OH:36])=[O:35])=[CH:29][CH:28]=1)=O.C(O[BH-](OC(=O)C)OC(=O)C)(=O)C.[Na+], predict the reaction product. The product is: [NH2:1][C:2]1[N:10]=[C:9]([O:11][CH2:12][CH2:13][CH2:14][CH3:15])[N:8]=[C:7]2[C:3]=1[NH:4][C:5](=[O:24])[N:6]2[CH2:16][CH2:17][CH2:18][N:19]([CH2:25][C:27]1[CH:28]=[CH:29][C:30]([CH2:33][C:34]([OH:36])=[O:35])=[CH:31][CH:32]=1)[CH2:20][CH2:21][CH2:22][OH:23]. (3) Given the reactants Cl.[F:2][C:3]1[CH:4]=[C:5]([CH:43]=[CH:44][CH:45]=1)[CH2:6][N:7]1[CH:11]=[C:10]([C:12]2[C:20]3[C:15](=[N:16][CH:17]=[C:18]([C:21]4[CH:26]=[CH:25][C:24]([N:27]5[CH2:32][CH2:31][NH:30][CH2:29][CH2:28]5)=[CH:23][CH:22]=4)[CH:19]=3)[N:14]([S:33]([C:36]3[CH:42]=[CH:41][C:39]([CH3:40])=[CH:38][CH:37]=3)(=[O:35])=[O:34])[CH:13]=2)[CH:9]=[N:8]1.[CH3:46][C@@H:47]1[CH2:49][O:48]1.CCN(C(C)C)C(C)C, predict the reaction product. The product is: [F:2][C:3]1[CH:4]=[C:5]([CH:43]=[CH:44][CH:45]=1)[CH2:6][N:7]1[CH:11]=[C:10]([C:12]2[C:20]3[C:15](=[N:16][CH:17]=[C:18]([C:21]4[CH:26]=[CH:25][C:24]([N:27]5[CH2:28][CH2:29][N:30]([CH2:46][C@H:47]([OH:48])[CH3:49])[CH2:31][CH2:32]5)=[CH:23][CH:22]=4)[CH:19]=3)[N:14]([S:33]([C:36]3[CH:42]=[CH:41][C:39]([CH3:40])=[CH:38][CH:37]=3)(=[O:34])=[O:35])[CH:13]=2)[CH:9]=[N:8]1. (4) Given the reactants [F:1][C:2]([F:32])([F:31])[C:3]1[CH:8]=[CH:7][C:6](/[CH:9]=[CH:10]/[C:11]([O:13]CC)=[O:12])=[CH:5][C:4]=1[C:16]1[CH:25]=[C:24]2[C:19]([C:20]([CH3:29])([CH3:28])[CH2:21][CH2:22][C:23]2([CH3:27])[CH3:26])=[CH:18][C:17]=1[CH3:30].[OH-].[K+].Cl, predict the reaction product. The product is: [F:1][C:2]([F:31])([F:32])[C:3]1[CH:8]=[CH:7][C:6](/[CH:9]=[CH:10]/[C:11]([OH:13])=[O:12])=[CH:5][C:4]=1[C:16]1[CH:25]=[C:24]2[C:19]([C:20]([CH3:28])([CH3:29])[CH2:21][CH2:22][C:23]2([CH3:27])[CH3:26])=[CH:18][C:17]=1[CH3:30]. (5) Given the reactants [C:1]([C:3]1[CH:8]=[CH:7][C:6]([C:9]2[CH:10]=[N:11][N:12]([C:15]3[CH:23]=[CH:22][C:18]([C:19]([OH:21])=O)=[CH:17][N:16]=3)[C:13]=2[OH:14])=[C:5]([CH3:24])[CH:4]=1)#[N:2].Cl.Cl.[CH:27]1([N:30]([CH3:37])[C@@H:31]2[CH2:36][CH2:35][CH2:34][NH:33][CH2:32]2)[CH2:29][CH2:28]1, predict the reaction product. The product is: [CH:27]1([N:30]([CH3:37])[C@@H:31]2[CH2:36][CH2:35][CH2:34][N:33]([C:19]([C:18]3[CH:22]=[CH:23][C:15]([N:12]4[C:13]([OH:14])=[C:9]([C:6]5[CH:7]=[CH:8][C:3]([C:1]#[N:2])=[CH:4][C:5]=5[CH3:24])[CH:10]=[N:11]4)=[N:16][CH:17]=3)=[O:21])[CH2:32]2)[CH2:29][CH2:28]1. (6) Given the reactants Br[C:2]1[CH:7]=[CH:6][C:5]([CH2:8][O:9][C:10]2[C:15]([CH3:16])=[CH:14][CH:13]=[CH:12][C:11]=2[N:17]2[C:21](=[O:22])[N:20]([CH3:23])[N:19]=[N:18]2)=[CH:4][CH:3]=1.C([O-])(=O)C.[K+].[B:29]1([B:29]2[O:33][C:32]([CH3:35])([CH3:34])[C:31]([CH3:37])([CH3:36])[O:30]2)[O:33][C:32]([CH3:35])([CH3:34])[C:31]([CH3:37])([CH3:36])[O:30]1, predict the reaction product. The product is: [CH3:36][C:31]1([CH3:37])[C:32]([CH3:35])([CH3:34])[O:33][B:29]([C:2]2[CH:7]=[CH:6][C:5]([CH2:8][O:9][C:10]3[C:15]([CH3:16])=[CH:14][CH:13]=[CH:12][C:11]=3[N:17]3[C:21](=[O:22])[N:20]([CH3:23])[N:19]=[N:18]3)=[CH:4][CH:3]=2)[O:30]1. (7) Given the reactants [CH2:1]([O:8][C:9]1[C:10]([O:30][CH3:31])=[CH:11][C:12]2[CH2:21][CH:20]([CH3:22])[N:19]3[CH:14]([CH2:15][C:16](=[O:28])[C:17]([C:23]([O:25][CH2:26][CH3:27])=[O:24])=[CH:18]3)[C:13]=2[CH:29]=1)[C:2]1[CH:7]=[CH:6][CH:5]=[CH:4][CH:3]=1.C1(Cl)C(=O)C(Cl)=C(Cl)C(=O)C=1Cl, predict the reaction product. The product is: [CH2:1]([O:8][C:9]1[C:10]([O:30][CH3:31])=[CH:11][C:12]2[CH2:21][CH:20]([CH3:22])[N:19]3[C:14](=[CH:15][C:16](=[O:28])[C:17]([C:23]([O:25][CH2:26][CH3:27])=[O:24])=[CH:18]3)[C:13]=2[CH:29]=1)[C:2]1[CH:7]=[CH:6][CH:5]=[CH:4][CH:3]=1.